This data is from NCI-60 drug combinations with 297,098 pairs across 59 cell lines. The task is: Regression. Given two drug SMILES strings and cell line genomic features, predict the synergy score measuring deviation from expected non-interaction effect. Drug 1: C1=NC2=C(N1)C(=S)N=C(N2)N. Drug 2: C1=NC2=C(N1)C(=S)N=CN2. Cell line: LOX IMVI. Synergy scores: CSS=65.0, Synergy_ZIP=-1.10, Synergy_Bliss=-4.06, Synergy_Loewe=-6.12, Synergy_HSA=-1.38.